Dataset: Full USPTO retrosynthesis dataset with 1.9M reactions from patents (1976-2016). Task: Predict the reactants needed to synthesize the given product. (1) The reactants are: Cl[C:2]1[N:7]=[C:6]([C:8]2[C:9]([C:17]3[CH:18]=[C:19]([NH:23][C:24](=[O:33])[C:25]4[C:30](F)=[CH:29][CH:28]=[CH:27][C:26]=4F)[CH:20]=[CH:21][CH:22]=3)=[N:10][N:11]3[CH:16]=[CH:15][CH:14]=[CH:13][C:12]=23)[CH:5]=[CH:4][N:3]=1.N[C:35]1[CH:40]=[CH:39][C:38]([NH:41]C(=O)CN(C)C)=[CH:37][CH:36]=1. Given the product [CH2:2]1[C:36]2[C:35](=[CH:40][CH:39]=[C:38]([NH:41][C:2]3[N:7]=[C:6]([C:8]4[C:9]([C:17]5[CH:18]=[C:19]([NH:23][C:24](=[O:33])[C:25]6[CH:30]=[CH:29][CH:28]=[CH:27][CH:26]=6)[CH:20]=[CH:21][CH:22]=5)=[N:10][N:11]5[CH:16]=[CH:15][CH:14]=[CH:13][C:12]=45)[CH:5]=[CH:4][N:3]=3)[CH:37]=2)[CH2:5][CH2:4][NH:3]1, predict the reactants needed to synthesize it. (2) Given the product [CH2:8]([C:4]1[N:5]=[CH:6][S:7][C:3]=1[CH2:2][S:17][C:15]1[N:14]=[C:13]([OH:18])[CH:12]=[C:11]([CH3:10])[N:16]=1)[CH3:9], predict the reactants needed to synthesize it. The reactants are: Br[CH2:2][C:3]1[S:7][CH:6]=[N:5][C:4]=1[CH2:8][CH3:9].[CH3:10][C:11]1[N:16]=[C:15]([SH:17])[N:14]=[C:13]([OH:18])[CH:12]=1.C(N(CC)CC)C. (3) Given the product [OH:17][CH2:18][CH2:19][O:20][CH2:21][CH2:22][O:23][C:24]1[CH:25]=[CH:26][C:27]([C:30]([CH2:31][CH2:32][CH2:33][CH3:34])=[C:8]([C:10]2[CH:15]=[CH:14][C:13]([OH:16])=[CH:12][CH:11]=2)[C:5]2[CH:6]=[CH:7][C:2]([OH:1])=[CH:3][CH:4]=2)=[CH:28][CH:29]=1, predict the reactants needed to synthesize it. The reactants are: [OH:1][C:2]1[CH:7]=[CH:6][C:5]([C:8]([C:10]2[CH:15]=[CH:14][C:13]([OH:16])=[CH:12][CH:11]=2)=O)=[CH:4][CH:3]=1.[OH:17][CH2:18][CH2:19][O:20][CH2:21][CH2:22][O:23][C:24]1[CH:29]=[CH:28][C:27]([C:30](=O)[CH2:31][CH2:32][CH2:33][CH3:34])=[CH:26][CH:25]=1.